Dataset: Full USPTO retrosynthesis dataset with 1.9M reactions from patents (1976-2016). Task: Predict the reactants needed to synthesize the given product. (1) Given the product [CH3:24][O:25][C:26]1[CH:35]=[C:34]([NH:36][C:37](=[O:53])[C:38]2[CH:43]=[CH:42][CH:41]=[C:40]([C:2]3[CH:3]=[C:4]([NH:11][C:12]4[CH:17]=[CH:16][CH:15]=[C:14]([N:18]5[CH2:22][CH2:21][CH2:20][CH:19]5[CH3:23])[N:13]=4)[C:5]4[N:6]([N:8]=[CH:9][N:10]=4)[CH:7]=3)[CH:39]=2)[CH:33]=[CH:32][C:27]=1[C:28]([O:30][CH3:31])=[O:29], predict the reactants needed to synthesize it. The reactants are: Cl[C:2]1[CH:3]=[C:4]([NH:11][C:12]2[CH:17]=[CH:16][CH:15]=[C:14]([N:18]3[CH2:22][CH2:21][CH2:20][CH:19]3[CH3:23])[N:13]=2)[C:5]2[N:6]([N:8]=[CH:9][N:10]=2)[CH:7]=1.[CH3:24][O:25][C:26]1[CH:35]=[C:34]([NH:36][C:37](=[O:53])[C:38]2[CH:43]=[CH:42][CH:41]=[C:40](B3OC(C)(C)C(C)(C)O3)[CH:39]=2)[CH:33]=[CH:32][C:27]=1[C:28]([O:30][CH3:31])=[O:29].CC(C1C=C(C(C)C)C(C2C=CC=CC=2P(C2CCCCC2)C2CCCCC2)=C(C(C)C)C=1)C.C(=O)([O-])[O-].[Na+].[Na+].[F-].[Cs+]. (2) The reactants are: [NH2:1][C:2]1[CH:3]=[C:4]([CH:8]2[CH:14]([OH:15])[C:13]([CH2:18][CH2:19][CH2:20][CH3:21])([CH2:16][CH3:17])[CH2:12][S:11](=[O:23])(=[O:22])[C:10]3[CH:24]=[CH:25][C:26]([N:28]([CH3:30])[CH3:29])=[CH:27][C:9]2=3)[CH:5]=[CH:6][CH:7]=1.[C:31](O)(=[O:39])[CH2:32][CH2:33][CH2:34][CH2:35][C:36]([OH:38])=[O:37].C1(N=C=NC2CCCCC2)CCCCC1.N1(O)C2C=CC=CC=2N=N1. Given the product [CH2:18]([C:13]1([CH2:16][CH3:17])[CH2:12][S:11](=[O:22])(=[O:23])[C:10]2[CH:24]=[CH:25][C:26]([N:28]([CH3:29])[CH3:30])=[CH:27][C:9]=2[CH:8]([C:4]2[CH:3]=[C:2]([NH:1][C:31]([CH2:32][CH2:33][CH2:34][CH2:35][C:36]([OH:38])=[O:37])=[O:39])[CH:7]=[CH:6][CH:5]=2)[CH:14]1[OH:15])[CH2:19][CH2:20][CH3:21], predict the reactants needed to synthesize it. (3) Given the product [CH3:26][CH:27]([CH2:39][CH2:40][CH2:41][CH:42]([CH3:43])[CH3:44])[CH2:28][CH2:29][Si:30]1([CH2:33][CH2:34][CH2:35][CH2:36][CH2:37][CH3:38])[C:2]2[CH:6]=[CH:5][S:4][C:3]=2[C:11]2[S:12][CH:13]=[CH:14][C:15]1=2, predict the reactants needed to synthesize it. The reactants are: Br[C:2]1[CH:6]=[C:5]([Si](C)(C)C)[S:4][C:3]=1[C:11]1[S:12][C:13]([Si](C)(C)C)=[CH:14][C:15]=1Br.C([Li])CCC.[CH3:26][CH:27]([CH2:39][CH2:40][CH2:41][CH:42]([CH3:44])[CH3:43])[CH2:28][CH2:29][Si:30]([CH2:33][CH2:34][CH2:35][CH2:36][CH2:37][CH3:38])(Cl)Cl.O. (4) Given the product [NH2:67][C:68]1[CH:77]=[CH:76][C:75]([C:78]([C:80]2[N:84]3[CH:85]=[CH:86][CH:87]=[CH:88][C:83]3=[C:82]([N:66]=[C:53]([C:60]3[CH:61]=[CH:62][CH:63]=[CH:64][CH:65]=3)[C:54]3[CH:59]=[CH:58][CH:57]=[CH:56][CH:55]=3)[N:81]=2)=[O:79])=[CH:74][C:69]=1[C:70]([O:72][CH3:73])=[O:71], predict the reactants needed to synthesize it. The reactants are: C(=O)([O-])[O-].[Cs+].[Cs+].C1(P(C2C=CC=CC=2)C2C=CC3C(=CC=CC=3)C=2C2C3C(=CC=CC=3)C=CC=2P(C2C=CC=CC=2)C2C=CC=CC=2)C=CC=CC=1.[C:53](=[NH:66])([C:60]1[CH:65]=[CH:64][CH:63]=[CH:62][CH:61]=1)[C:54]1[CH:59]=[CH:58][CH:57]=[CH:56][CH:55]=1.[NH2:67][C:68]1[CH:77]=[CH:76][C:75]([C:78]([C:80]2[N:84]3[CH:85]=[CH:86][CH:87]=[CH:88][C:83]3=[C:82](Br)[N:81]=2)=[O:79])=[CH:74][C:69]=1[C:70]([O:72][CH3:73])=[O:71]. (5) Given the product [C:22]1([C:2]2[CH:7]=[CH:6][N:5]=[CH:4][C:3]=2[N:8]2[CH2:13][C@@H:12]3[CH2:14][C@H:9]2[CH2:10][N:11]3[C:15]([O:17][C:18]([CH3:21])([CH3:20])[CH3:19])=[O:16])[CH:27]=[CH:26][CH:25]=[CH:24][CH:23]=1, predict the reactants needed to synthesize it. The reactants are: Cl[C:2]1[CH:7]=[CH:6][N:5]=[CH:4][C:3]=1[N:8]1[CH2:13][C@@H:12]2[CH2:14][C@H:9]1[CH2:10][N:11]2[C:15]([O:17][C:18]([CH3:21])([CH3:20])[CH3:19])=[O:16].[C:22]1(B(O)O)[CH:27]=[CH:26][CH:25]=[CH:24][CH:23]=1.C(=O)([O-])[O-].[K+].[K+]. (6) Given the product [Cl:20][CH2:19][CH2:18][CH2:17][N:10]1[CH2:9][CH:8]2[CH2:13][CH:11]1[CH2:12][N:7]2[C:1]1[CH:6]=[CH:5][CH:4]=[CH:3][CH:2]=1, predict the reactants needed to synthesize it. The reactants are: [C:1]1([N:7]2[CH2:12][CH:11]3[CH2:13][CH:8]2[CH2:9][NH:10]3)[CH:6]=[CH:5][CH:4]=[CH:3][CH:2]=1.[NH2-].[Na+].Br[CH2:17][CH2:18][CH2:19][Cl:20].